Dataset: Full USPTO retrosynthesis dataset with 1.9M reactions from patents (1976-2016). Task: Predict the reactants needed to synthesize the given product. (1) The reactants are: C(OC([C:6]1([CH2:21][CH2:22][CH2:23][CH3:24])[CH2:15][CH2:14][C:13]2[C:8](=[CH:9][C:10]([F:19])=[C:11]([O:17][CH3:18])[C:12]=2[Cl:16])[C:7]1=[O:20])=O)C.Cl. Given the product [CH2:21]([CH:6]1[CH2:15][CH2:14][C:13]2[C:8](=[CH:9][C:10]([F:19])=[C:11]([O:17][CH3:18])[C:12]=2[Cl:16])[C:7]1=[O:20])[CH2:22][CH2:23][CH3:24], predict the reactants needed to synthesize it. (2) Given the product [C:1]([CH2:3][NH:4][C:5]([C@@H:7]1[CH2:12][CH2:11][CH2:10][CH2:9][C@@H:8]1[NH:13][C:14]([C:16]1[N:17]([CH2:26][CH2:27][CH2:28][S:58]([CH3:57])(=[O:60])=[O:59])[C:18]2[C:23]([CH:24]=1)=[CH:22][CH:21]=[C:20]([Cl:25])[CH:19]=2)=[O:15])=[O:6])#[N:2], predict the reactants needed to synthesize it. The reactants are: [C:1]([CH2:3][NH:4][C:5]([C@@H:7]1[CH2:12][CH2:11][CH2:10][CH2:9][C@@H:8]1[NH:13][C:14]([C:16]1[N:17]([CH2:26][CH2:27][CH2:28]O)[C:18]2[C:23]([CH:24]=1)=[CH:22][CH:21]=[C:20]([Cl:25])[CH:19]=2)=[O:15])=[O:6])#[N:2].C1(P(C2C=CC=CC=2)C2C=CC=CC=2)C=CC=CC=1.BrN1C(=O)CCC1=O.[CH3:57][S:58]([O-:60])=[O:59].[Na+].[I-].[Na+]. (3) Given the product [F:1][C:2]1[CH:3]=[CH:4][C:5]([NH:9][C:10]([C:12]2[C:17]([NH:18][C:19]3[CH:24]=[CH:23][CH:22]=[C:29]([F:33])[CH:20]=3)=[CH:16][CH:15]=[C:14]([CH3:25])[N:13]=2)=[O:11])=[N:6][C:7]=1[CH3:8], predict the reactants needed to synthesize it. The reactants are: [F:1][C:2]1[CH:3]=[CH:4][C:5]([NH:9][C:10]([C:12]2[C:17]([NH:18][C:19]3[CH:20]=N[CH:22]=[CH:23][CH:24]=3)=[CH:16][CH:15]=[C:14]([CH3:25])[N:13]=2)=[O:11])=[N:6][C:7]=1[CH3:8].BrC1C=CC=[C:29]([F:33])C=1. (4) Given the product [CH3:1][C:2]1[CH:3]=[C:4]([C:33]2[CH:34]=[CH:35][C:30]([C:29]([F:40])([F:39])[F:28])=[CH:31][CH:32]=2)[C:5]([C:6]([OH:8])=[O:7])=[CH:10][CH:11]=1, predict the reactants needed to synthesize it. The reactants are: [CH3:1][C:2]1[CH:11]=[CH:10][C:5]([C:6]([O:8]C)=[O:7])=[C:4](OS(C(F)(F)F)(=O)=O)[CH:3]=1.[Cl-].[Li+].C(=O)([O-])[O-].[Na+].[Na+].[F:28][C:29]([F:40])([F:39])[C:30]1[CH:35]=[CH:34][C:33](B(O)O)=[CH:32][CH:31]=1. (5) Given the product [NH2:11][CH2:10][C:5]1[CH:6]=[CH:7][C:8]([F:9])=[C:3]([C:28]2[CH:29]=[CH:30][CH:31]=[C:26]([CH2:25][N:22]3[CH2:23][CH2:24][N:19]([C:17]([O:16][C:13]([CH3:15])([CH3:14])[CH3:12])=[O:18])[C@@H:20]([CH3:35])[CH2:21]3)[CH:27]=2)[CH:4]=1, predict the reactants needed to synthesize it. The reactants are: Cl.Br[C:3]1[CH:4]=[C:5]([CH2:10][NH2:11])[CH:6]=[CH:7][C:8]=1[F:9].[CH3:12][C:13]([O:16][C:17]([N:19]1[CH2:24][CH2:23][N:22]([CH2:25][C:26]2[CH:27]=[C:28](B(O)O)[CH:29]=[CH:30][CH:31]=2)[CH2:21][C@@H:20]1[CH3:35])=[O:18])([CH3:15])[CH3:14].C([O-])([O-])=O.[K+].[K+].